From a dataset of NCI-60 drug combinations with 297,098 pairs across 59 cell lines. Regression. Given two drug SMILES strings and cell line genomic features, predict the synergy score measuring deviation from expected non-interaction effect. Drug 1: CC12CCC3C(C1CCC2=O)CC(=C)C4=CC(=O)C=CC34C. Drug 2: CC1=CC2C(CCC3(C2CCC3(C(=O)C)OC(=O)C)C)C4(C1=CC(=O)CC4)C. Cell line: MDA-MB-435. Synergy scores: CSS=18.6, Synergy_ZIP=1.79, Synergy_Bliss=2.39, Synergy_Loewe=-26.9, Synergy_HSA=-1.41.